Dataset: Catalyst prediction with 721,799 reactions and 888 catalyst types from USPTO. Task: Predict which catalyst facilitates the given reaction. (1) Reactant: [C:1]([NH:16][CH2:17][C:18]([NH:20][CH2:21][C:22]([OH:24])=[O:23])=[O:19])(=[O:15])[CH2:2][CH2:3][CH2:4][CH2:5][CH2:6][CH2:7][CH2:8][CH2:9][CH2:10][CH2:11][CH2:12][CH2:13][CH3:14]. Product: [OH2:15].[C:1]([NH:16][CH2:17][C:18]([NH:20][CH2:21][C:22]([OH:24])=[O:23])=[O:19])(=[O:15])[CH2:2][CH2:3][CH2:4][CH2:5][CH2:6][CH2:7][CH2:8][CH2:9][CH2:10][CH2:11][CH2:12][CH2:13][CH3:14]. The catalyst class is: 8. (2) Reactant: [I:1][C:2]1[CH:8]=[CH:7][C:5]([NH2:6])=[C:4]([CH3:9])[CH:3]=1.C(OC(=O)C)(=O)C.C([O-])(=O)C.[K+].C(O[N:28]=O)CC(C)C.C(N(CC)CC)C.[C:37]([O:41][C:42]([O:44]C(OC(C)(C)C)=O)=O)([CH3:40])([CH3:39])[CH3:38].CN(C1C=CC=CN=1)C. Product: [I:1][C:2]1[CH:3]=[C:4]2[C:5](=[CH:7][CH:8]=1)[N:6]([C:42]([O:41][C:37]([CH3:40])([CH3:39])[CH3:38])=[O:44])[N:28]=[CH:9]2. The catalyst class is: 146.